Dataset: Full USPTO retrosynthesis dataset with 1.9M reactions from patents (1976-2016). Task: Predict the reactants needed to synthesize the given product. (1) Given the product [F:26][C:25]([F:28])([F:27])[C:24]1[C:21]2[CH2:22][CH2:23][NH:18][C:19](=[O:31])[C:20]=2[NH:10][N:9]=1, predict the reactants needed to synthesize it. The reactants are: ClC1C=C([NH:9][NH2:10])C=CC=1F.IC1C=CC([N:18]2[CH2:23][CH2:22][CH:21]([C:24](=O)[C:25]([F:28])([F:27])[F:26])[C:20](=O)[C:19]2=[O:31])=CC=1.C(O)C.Cl. (2) Given the product [CH2:2]([O:4][C:5]([CH:7]1[CH:26]2[CH:25]1[CH2:24][CH2:23][C:22]2=[O:27])=[O:6])[CH3:3], predict the reactants needed to synthesize it. The reactants are: [Br-].[CH2:2]([O:4][C:5]([CH2:7][S+](C)C)=[O:6])[CH3:3].N12CCCN=C1CCCCC2.[C:22]1(=[O:27])[CH2:26][CH2:25][CH:24]=[CH:23]1.